This data is from NCI-60 drug combinations with 297,098 pairs across 59 cell lines. The task is: Regression. Given two drug SMILES strings and cell line genomic features, predict the synergy score measuring deviation from expected non-interaction effect. Drug 1: CNC(=O)C1=NC=CC(=C1)OC2=CC=C(C=C2)NC(=O)NC3=CC(=C(C=C3)Cl)C(F)(F)F. Drug 2: C1CNP(=O)(OC1)N(CCCl)CCCl. Cell line: UACC62. Synergy scores: CSS=7.59, Synergy_ZIP=-1.58, Synergy_Bliss=2.71, Synergy_Loewe=-0.740, Synergy_HSA=1.39.